This data is from Full USPTO retrosynthesis dataset with 1.9M reactions from patents (1976-2016). The task is: Predict the reactants needed to synthesize the given product. (1) Given the product [C:23]([C:25]1[CH:26]=[CH:27][C:28]([NH:31][C:32]([NH:20][CH2:19][CH2:18][CH2:17][N:8]2[CH:7]([CH2:6][C:5]3[CH:21]=[CH:22][C:2]([F:1])=[CH:3][CH:4]=3)[CH2:16][C:15]3[C:10](=[CH:11][CH:12]=[CH:13][CH:14]=3)[CH2:9]2)=[O:33])=[CH:29][CH:30]=1)#[N:24], predict the reactants needed to synthesize it. The reactants are: [F:1][C:2]1[CH:22]=[CH:21][C:5]([CH2:6][CH:7]2[CH2:16][C:15]3[C:10](=[CH:11][CH:12]=[CH:13][CH:14]=3)[CH2:9][N:8]2[CH2:17][CH2:18][CH2:19][NH2:20])=[CH:4][CH:3]=1.[C:23]([C:25]1[CH:30]=[CH:29][C:28]([N:31]=[C:32]=[O:33])=[CH:27][CH:26]=1)#[N:24]. (2) Given the product [Cl:1][C:2]1[CH:3]=[C:4]([C:7]([C:10]#[C:11][C:12]2[CH:17]=[CH:16][CH:15]=[CH:14][C:13]=2[Cl:18])=[CH:8][N:9]=1)[CH:5]=[N:25][OH:26], predict the reactants needed to synthesize it. The reactants are: [Cl:1][C:2]1[CH:3]=[C:4]([C:7]([C:10]#[C:11][C:12]2[CH:17]=[CH:16][CH:15]=[CH:14][C:13]=2[Cl:18])=[CH:8][N:9]=1)[CH:5]=O.C([O-])(=O)C.[Na+].Cl.[NH2:25][OH:26]. (3) Given the product [F:20][C:21]1[CH:26]=[C:25]([C:2]2[CH:7]=[CH:6][C:5]([C:8]([F:11])([F:10])[F:9])=[CH:4][C:3]=2[C:12]([N:14]2[CH2:19][CH2:18][O:17][CH2:16][CH2:15]2)=[O:13])[CH:24]=[CH:23][C:22]=1[C:36]1[CH:41]=[N:40][C:39]([NH2:42])=[N:38][CH:37]=1, predict the reactants needed to synthesize it. The reactants are: Br[C:2]1[CH:7]=[CH:6][C:5]([C:8]([F:11])([F:10])[F:9])=[CH:4][C:3]=1[C:12]([N:14]1[CH2:19][CH2:18][O:17][CH2:16][CH2:15]1)=[O:13].[F:20][C:21]1[CH:26]=[C:25](B2OC(C)(C)C(C)(C)O2)[CH:24]=[CH:23][C:22]=1[C:36]1[CH:37]=[N:38][C:39]([NH2:42])=[N:40][CH:41]=1. (4) Given the product [CH2:1]([C:3]1[C:8]([C:9]([NH:25][C:26]2[CH:31]=[CH:30][CH:29]=[CH:28][C:27]=2[OH:32])=[O:11])=[CH:7][N:6]=[C:5]([S:12][CH3:13])[N:4]=1)[CH3:2], predict the reactants needed to synthesize it. The reactants are: [CH2:1]([C:3]1[C:8]([C:9]([OH:11])=O)=[CH:7][N:6]=[C:5]([S:12][CH3:13])[N:4]=1)[CH3:2].CN(C)C=O.C(Cl)(=O)C(Cl)=O.[NH2:25][C:26]1[CH:31]=[CH:30][CH:29]=[CH:28][C:27]=1[OH:32]. (5) The reactants are: [NH:1]1[CH2:11][CH2:10][CH:4]([C:5]([O:7][CH2:8][CH3:9])=[O:6])[CH2:3][CH2:2]1.Br[C:13]1[CH:14]=[CH:15][C:16]([Cl:35])=[C:17]([C:19]2[N:23]([C:24]([O:26][C:27]([CH3:30])([CH3:29])[CH3:28])=[O:25])[C:22]3[CH:31]=[CH:32][CH:33]=[CH:34][C:21]=3[N:20]=2)[CH:18]=1.C1(P(C2C=CC=CC=2)C2C=CC3C(=CC=CC=3)C=2C2C3C(=CC=CC=3)C=CC=2P(C2C=CC=CC=2)C2C=CC=CC=2)C=CC=CC=1.C(=O)([O-])[O-].[Cs+].[Cs+]. Given the product [C:27]([O:26][C:24]([N:23]1[C:22]2[CH:31]=[CH:32][CH:33]=[CH:34][C:21]=2[N:20]=[C:19]1[C:17]1[CH:18]=[C:13]([N:1]2[CH2:2][CH2:3][CH:4]([C:5]([O:7][CH2:8][CH3:9])=[O:6])[CH2:10][CH2:11]2)[CH:14]=[CH:15][C:16]=1[Cl:35])=[O:25])([CH3:30])([CH3:28])[CH3:29], predict the reactants needed to synthesize it. (6) Given the product [CH2:10]([O:9][C:7]([C:4]1[S:3][CH:2]=[N:6][CH:5]=1)=[O:8])[CH3:11], predict the reactants needed to synthesize it. The reactants are: N[C:2]1[S:3][C:4]([C:7]([O:9][CH2:10][CH3:11])=[O:8])=[CH:5][N:6]=1.N(OCCC(C)C)=O. (7) Given the product [C:1]([O:5][C:6](=[O:21])[CH:7]([NH:13][C:14]([O:16][C:17]([CH3:20])([CH3:19])[CH3:18])=[O:15])[CH2:8][CH2:9][CH2:10][OH:11])([CH3:4])([CH3:3])[CH3:2], predict the reactants needed to synthesize it. The reactants are: [C:1]([O:5][C:6](=[O:21])[CH:7]([NH:13][C:14]([O:16][C:17]([CH3:20])([CH3:19])[CH3:18])=[O:15])[CH2:8][CH2:9][C:10](O)=[O:11])([CH3:4])([CH3:3])[CH3:2].CN1CCOCC1.[BH4-].[Na+].Cl. (8) The reactants are: [NH2:1][C:2]1[CH:7]=[CH:6][C:5]([C:8]2[N:13]=[C:12]3[N:14]([C:32]([O:34][C:35]([CH3:38])([CH3:37])[CH3:36])=[O:33])[N:15]=[C:16]([N:17]([C:25]([O:27][C:28]([CH3:31])([CH3:30])[CH3:29])=[O:26])[C:18]([O:20][C:21]([CH3:24])([CH3:23])[CH3:22])=[O:19])[C:11]3=[CH:10][N:9]=2)=[CH:4][CH:3]=1.[Cl:39][C:40]1[CH:41]=[CH:42][C:43]([C:50]#[N:51])=[C:44]([S:46](Cl)(=[O:48])=[O:47])[CH:45]=1. Given the product [C:28]([O:27][C:25]([N:17]([C:18]([O:20][C:21]([CH3:24])([CH3:22])[CH3:23])=[O:19])[C:16]1[C:11]2[C:12](=[N:13][C:8]([C:5]3[CH:4]=[CH:3][C:2]([NH:1][S:46]([C:44]4[CH:45]=[C:40]([Cl:39])[CH:41]=[CH:42][C:43]=4[C:50]#[N:51])(=[O:47])=[O:48])=[CH:7][CH:6]=3)=[N:9][CH:10]=2)[N:14]([C:32]([O:34][C:35]([CH3:38])([CH3:37])[CH3:36])=[O:33])[N:15]=1)=[O:26])([CH3:29])([CH3:31])[CH3:30], predict the reactants needed to synthesize it. (9) The reactants are: [CH2:1]([O:3][C:4]([C:6]1[S:7][CH:8]=[C:9]([C:11]2[CH:16]=[CH:15][C:14]([C:17]([OH:19])=O)=[CH:13][CH:12]=2)[N:10]=1)=[O:5])[CH3:2].[N:20]1([C:26]2[CH:31]=[CH:30][C:29]([NH2:32])=[CH:28][CH:27]=2)[CH2:25][CH2:24][O:23][CH2:22][CH2:21]1.CN(C(ON1N=NC2C=CC=CC1=2)=[N+](C)C)C.F[P-](F)(F)(F)(F)F.CCN(C(C)C)C(C)C.C([O-])(O)=O.[Na+]. Given the product [CH2:1]([O:3][C:4]([C:6]1[S:7][CH:8]=[C:9]([C:11]2[CH:12]=[CH:13][C:14]([C:17](=[O:19])[NH:32][C:29]3[CH:28]=[CH:27][C:26]([N:20]4[CH2:25][CH2:24][O:23][CH2:22][CH2:21]4)=[CH:31][CH:30]=3)=[CH:15][CH:16]=2)[N:10]=1)=[O:5])[CH3:2], predict the reactants needed to synthesize it. (10) Given the product [C:1]([O:4][C:5]1[CH:6]=[C:7]2[C:12](=[CH:13][C:14]=1[O:15][CH3:16])[N:11]=[C:10]([C:17]1[CH:22]=[CH:21][C:20]([C:23]3[CH:28]=[CH:27][CH:26]=[CH:25][CH:24]=3)=[C:19]([F:29])[CH:18]=1)[N:9]=[C:8]2[NH:31][C:32]1[CH:33]=[C:34]2[C:38](=[CH:39][CH:40]=1)[N:37]([C:41]([O:43][C:44]([CH3:47])([CH3:46])[CH3:45])=[O:42])[N:36]=[CH:35]2)(=[O:3])[CH3:2], predict the reactants needed to synthesize it. The reactants are: [C:1]([O:4][C:5]1[CH:6]=[C:7]2[C:12](=[CH:13][C:14]=1[O:15][CH3:16])[N:11]=[C:10]([C:17]1[CH:22]=[CH:21][C:20]([C:23]3[CH:28]=[CH:27][CH:26]=[CH:25][CH:24]=3)=[C:19]([F:29])[CH:18]=1)[N:9]=[C:8]2Cl)(=[O:3])[CH3:2].[NH2:31][C:32]1[CH:33]=[C:34]2[C:38](=[CH:39][CH:40]=1)[N:37]([C:41]([O:43][C:44]([CH3:47])([CH3:46])[CH3:45])=[O:42])[N:36]=[CH:35]2.